Dataset: Catalyst prediction with 721,799 reactions and 888 catalyst types from USPTO. Task: Predict which catalyst facilitates the given reaction. (1) Reactant: [CH3:1][C:2]1[N:6]=[C:5]([CH3:7])[S:4][C:3]=1/[CH:8]=[CH:9]/[C:10](N(C)C)=O.[CH3:15][O:16][C:17]1[CH:22]=[CH:21][C:20]([NH:23][C:24]([NH2:26])=[NH:25])=[CH:19][C:18]=1[CH2:27][N:28]1[CH2:33][CH2:32][O:31][CH2:30][CH2:29]1. Product: [CH3:7][C:5]1[S:4][C:3]([C:8]2[CH:9]=[CH:10][N:26]=[C:24]([NH:23][C:20]3[CH:21]=[CH:22][C:17]([O:16][CH3:15])=[C:18]([CH2:27][N:28]4[CH2:33][CH2:32][O:31][CH2:30][CH2:29]4)[CH:19]=3)[N:25]=2)=[C:2]([CH3:1])[N:6]=1. The catalyst class is: 23. (2) Reactant: [NH2:1][C:2]1[C:7]([NH:8][CH2:9][CH3:10])=[CH:6][N:5]=[C:4]([C:11](=[O:13])[CH3:12])[CH:3]=1.[S:14]1[CH:18]=[CH:17][N:16]=[C:15]1[C:19]1[N:20]([CH2:24][C:25](O)=O)[CH:21]=[CH:22][N:23]=1.CCN=C=NCCCN(C)C.N1C=CC=CC=1. Product: [CH2:9]([N:8]1[C:7]2[CH:6]=[N:5][C:4]([C:11](=[O:13])[CH3:12])=[CH:3][C:2]=2[N:1]=[C:25]1[CH2:24][N:20]1[CH:21]=[CH:22][N:23]=[C:19]1[C:15]1[S:14][CH:18]=[CH:17][N:16]=1)[CH3:10]. The catalyst class is: 6. (3) Reactant: [CH3:1][C:2]1[C:9]([CH3:10])=[C:8]([O:11][CH3:12])[CH:7]=[CH:6][C:3]=1[CH:4]=O.[C:13](Br)(Br)([Br:15])[Br:14].C1(P(C2C=CC=CC=2)C2C=CC=CC=2)C=CC=CC=1. Product: [Br:14][C:13]([Br:15])=[CH:4][C:3]1[CH:6]=[CH:7][C:8]([O:11][CH3:12])=[C:9]([CH3:10])[C:2]=1[CH3:1]. The catalyst class is: 4.